This data is from Forward reaction prediction with 1.9M reactions from USPTO patents (1976-2016). The task is: Predict the product of the given reaction. (1) The product is: [Cl:1][C:2]1[CH:10]=[CH:9][C:8]2[N:7]([CH2:25][CH2:24][C:21]3[CH:20]=[N:19][C:18]([O:17][CH3:16])=[CH:23][CH:22]=3)[C:6]3[CH2:11][CH2:12][N:13]([CH3:15])[CH2:14][C:5]=3[C:4]=2[CH:3]=1. Given the reactants [Cl:1][C:2]1[CH:10]=[CH:9][C:8]2[NH:7][C:6]3[CH2:11][CH2:12][N:13]([CH3:15])[CH2:14][C:5]=3[C:4]=2[CH:3]=1.[CH3:16][O:17][C:18]1[CH:23]=[CH:22][C:21]([CH:24]=[CH2:25])=[CH:20][N:19]=1.[OH-].[K+], predict the reaction product. (2) Given the reactants CN1[CH:6]=[CH:5][CH:4]=[C:3]1[C:7]1[N:11]=[C:10]([CH2:12][CH2:13][C:14]([OH:16])=[O:15])[O:9][N:8]=1.CN1C(C)=CC=C1C1N=[C:27](CCC(O)=O)[O:26]N=1.CN(C)CCN1C=CC=C1C1N=C(CCC(O)=O)ON=1.ClC1C(C2N=C(CCC(O)=O)ON=2)=CC=CN=1.[CH3:71][O:72][C:73]1[C:78](C2N=C(CCC(O)=O)ON=2)=C(C)[CH:78]=[C:73]([O:72][CH3:71])N=1.C(OC(NC1N=C(SC)SC=1C1N=C(CCC(O)=O)ON=1)=O)(C)(C)C, predict the reaction product. The product is: [CH3:27][O:26][C:4]1[CH:5]=[CH:6][CH:78]=[C:73]([O:72][CH3:71])[C:3]=1[C:7]1[N:11]=[C:10]([CH2:12][CH2:13][C:14]([OH:16])=[O:15])[O:9][N:8]=1.